From a dataset of Full USPTO retrosynthesis dataset with 1.9M reactions from patents (1976-2016). Predict the reactants needed to synthesize the given product. (1) Given the product [F:9][C:8]([F:11])([F:10])[C:5]1[N:4]=[CH:3][C:2]([C@H:23]([NH:26][S@:27]([C:29]([CH3:32])([CH3:31])[CH3:30])=[O:28])[CH2:24][CH3:25])=[CH:7][N:6]=1, predict the reactants needed to synthesize it. The reactants are: Br[C:2]1[CH:3]=[N:4][C:5]([C:8]([F:11])([F:10])[F:9])=[N:6][CH:7]=1.C([Li])CCC.CCCCCC.[CH:23](=[N:26][S@:27]([C:29]([CH3:32])([CH3:31])[CH3:30])=[O:28])[CH2:24][CH3:25].C(=NS(C(C)(C)C)=O)CC.[Cl-].[NH4+]. (2) Given the product [C:13]1([CH:11]([C:6]2([N:1]3[CH2:5][CH2:4][CH2:3][CH2:2]3)[CH2:7][CH2:8][CH2:9][CH2:10]2)[NH2:12])[CH:18]=[CH:17][CH:16]=[CH:15][CH:14]=1, predict the reactants needed to synthesize it. The reactants are: [N:1]1([C:6]2([C:11]#[N:12])[CH2:10][CH2:9][CH2:8][CH2:7]2)[CH2:5][CH2:4][CH2:3][CH2:2]1.[C:13]1([Li])[CH:18]=[CH:17][CH:16]=[CH:15][CH:14]=1.[BH4-].[Na+].NC(C1C=CC=CC=1)C1(N(C)C)CCCC1. (3) Given the product [CH3:16][N:17]([CH:18]1[CH2:23][CH2:22][N:21]([C:24]2[N:25]([CH3:29])[CH:26]=[CH:27][N:28]=2)[CH2:20][CH2:19]1)[C:9](=[O:10])[O:11][C:12]([CH3:13])([CH3:14])[CH3:15], predict the reactants needed to synthesize it. The reactants are: [CH3:13][C:12]([O:11][C:9](O[C:9]([O:11][C:12]([CH3:15])([CH3:14])[CH3:13])=[O:10])=[O:10])([CH3:15])[CH3:14].[CH3:16][NH:17][CH:18]1[CH2:23][CH2:22][N:21]([C:24]2[N:25]([CH3:29])[CH:26]=[CH:27][N:28]=2)[CH2:20][CH2:19]1. (4) Given the product [N+:22]([C:25]1[CH:30]=[CH:29][C:28]([NH:31][CH:32]2[CH2:33][CH2:34][CH:35]([O:38][CH2:39][C:40]([N:42]3[CH2:47][CH2:46][N:45]([C:2]4[S:3][C:4]5[CH:10]=[CH:9][C:8]([C:11]([F:14])([F:13])[F:12])=[CH:7][C:5]=5[N:6]=4)[CH2:44][CH2:43]3)=[O:41])[CH2:36][CH2:37]2)=[CH:27][C:26]=1[C:48]([F:51])([F:50])[F:49])([O-:24])=[O:23], predict the reactants needed to synthesize it. The reactants are: Br[C:2]1[S:3][C:4]2[CH:10]=[CH:9][C:8]([C:11]([F:14])([F:13])[F:12])=[CH:7][C:5]=2[N:6]=1.CC(C)([O-])C.[Na+].Cl.[N+:22]([C:25]1[CH:30]=[CH:29][C:28]([NH:31][CH:32]2[CH2:37][CH2:36][CH:35]([O:38][CH2:39][C:40]([N:42]3[CH2:47][CH2:46][NH:45][CH2:44][CH2:43]3)=[O:41])[CH2:34][CH2:33]2)=[CH:27][C:26]=1[C:48]([F:51])([F:50])[F:49])([O-:24])=[O:23]. (5) Given the product [CH3:15][S:12]([C:8]1[CH:7]=[C:6]([C@@H:5]([NH:16][C:17]([C:19]2[C:20]3[CH:27]=[N:26][N:25]([C:28]4[CH:33]=[CH:32][C:31]([F:34])=[CH:30][CH:29]=4)[C:21]=3[CH:22]=[N:23][CH:24]=2)=[O:18])[CH2:4][C:3](=[O:2])[NH:40][CH3:39])[CH:11]=[CH:10][N:9]=1)(=[O:14])=[O:13], predict the reactants needed to synthesize it. The reactants are: C[O:2][C:3](=O)[CH2:4][C@H:5]([NH:16][C:17]([C:19]1[C:20]2[CH:27]=[N:26][N:25]([C:28]3[CH:33]=[CH:32][C:31]([F:34])=[CH:30][CH:29]=3)[C:21]=2[CH:22]=[N:23][CH:24]=1)=[O:18])[C:6]1[CH:11]=[CH:10][N:9]=[C:8]([S:12]([CH3:15])(=[O:14])=[O:13])[CH:7]=1.C(O)C.[CH3:39][NH2:40]. (6) Given the product [C:15]1([C:3]2[O:7][C:6]([C:8]3[C:9]([NH2:14])=[N:10][CH:11]=[CH:12][CH:13]=3)=[CH:5][CH:4]=2)[CH:20]=[CH:19][CH:18]=[CH:17][CH:16]=1, predict the reactants needed to synthesize it. The reactants are: Br.Br[C:3]1[O:7][C:6]([C:8]2[C:9]([NH2:14])=[N:10][CH:11]=[CH:12][CH:13]=2)=[CH:5][CH:4]=1.[C:15]1(B(O)O)[CH:20]=[CH:19][CH:18]=[CH:17][CH:16]=1.